Dataset: Full USPTO retrosynthesis dataset with 1.9M reactions from patents (1976-2016). Task: Predict the reactants needed to synthesize the given product. (1) Given the product [CH:1]1([C@@H:7]([NH:9][C:10]([C:12]2[C:21]3[C:16](=[CH:17][CH:18]=[CH:19][CH:20]=3)[N:15]=[C:14]([C:22]3[CH:23]=[CH:24][CH:25]=[CH:26][CH:27]=3)[C:13]=2[CH2:28][N:29]2[CH2:34][CH2:33][N:32]([C:37](=[S:38])[NH:36][CH3:35])[CH2:31][CH2:30]2)=[O:11])[CH3:8])[CH2:6][CH2:5][CH2:4][CH2:3][CH2:2]1, predict the reactants needed to synthesize it. The reactants are: [CH:1]1([C@@H:7]([NH:9][C:10]([C:12]2[C:21]3[C:16](=[CH:17][CH:18]=[CH:19][CH:20]=3)[N:15]=[C:14]([C:22]3[CH:27]=[CH:26][CH:25]=[CH:24][CH:23]=3)[C:13]=2[CH2:28][N:29]2[CH2:34][CH2:33][NH:32][CH2:31][CH2:30]2)=[O:11])[CH3:8])[CH2:6][CH2:5][CH2:4][CH2:3][CH2:2]1.[CH3:35][N:36]=[C:37]=[S:38]. (2) Given the product [CH2:1]([O:8][C:9]([NH:11][CH:12]1[CH2:21][C:20](=[O:22])[C:19]2[N:18]=[CH:17][CH:16]=[CH:15][C:14]=2[CH2:13]1)=[O:10])[C:2]1[CH:3]=[CH:4][CH:5]=[CH:6][CH:7]=1, predict the reactants needed to synthesize it. The reactants are: [CH2:1]([O:8][C:9]([NH:11][CH:12]1[CH2:21][CH:20]([OH:22])[C:19]2[N:18]=[CH:17][CH:16]=[CH:15][C:14]=2[CH2:13]1)=[O:10])[C:2]1[CH:7]=[CH:6][CH:5]=[CH:4][CH:3]=1.CC(OI1(OC(C)=O)(OC(C)=O)OC(=O)C2C=CC=CC1=2)=O. (3) The reactants are: [CH:1]1[C:13]2[NH:12][C:11]3[C:6](=[CH:7][CH:8]=[CH:9][CH:10]=3)[C:5]=2[CH:4]=[C:3]([C:14]([OH:16])=O)[CH:2]=1.[CH3:17][N:18]1[CH2:23][CH2:22][NH:21][CH2:20][CH2:19]1. Given the product [CH3:17][N:18]1[CH2:23][CH2:22][N:21]([C:14]([C:3]2[CH:2]=[CH:1][C:13]3[N:12]([CH2:3][CH2:2][CH2:1][CH2:13][CH3:5])[C:11]4[C:6]([C:5]=3[CH:4]=2)=[CH:7][CH:8]=[CH:9][CH:10]=4)=[O:16])[CH2:20][CH2:19]1, predict the reactants needed to synthesize it.